This data is from Peptide-MHC class I binding affinity with 185,985 pairs from IEDB/IMGT. The task is: Regression. Given a peptide amino acid sequence and an MHC pseudo amino acid sequence, predict their binding affinity value. This is MHC class I binding data. (1) The peptide sequence is LFTSTNDKIK. The MHC is HLA-A68:01 with pseudo-sequence HLA-A68:01. The binding affinity (normalized) is 0.420. (2) The peptide sequence is LPEAYQWHI. The MHC is HLA-A26:01 with pseudo-sequence HLA-A26:01. The binding affinity (normalized) is 0.0847. (3) The peptide sequence is RQFPTRFEF. The MHC is Mamu-B3901 with pseudo-sequence Mamu-B3901. The binding affinity (normalized) is 0.564. (4) The binding affinity (normalized) is 0.619. The MHC is HLA-A02:06 with pseudo-sequence HLA-A02:06. The peptide sequence is QLADETLLKV. (5) The peptide sequence is VSANVKGNW. The MHC is HLA-A02:11 with pseudo-sequence HLA-A02:11. The binding affinity (normalized) is 0.0847. (6) The peptide sequence is FMVYVPLPA. The MHC is HLA-A02:12 with pseudo-sequence HLA-A02:12. The binding affinity (normalized) is 0.738. (7) The peptide sequence is AVFDRKSDAK. The MHC is HLA-A11:01 with pseudo-sequence HLA-A11:01. The binding affinity (normalized) is 0.637. (8) The peptide sequence is DEWSVATFY. The MHC is HLA-B40:01 with pseudo-sequence HLA-B40:01. The binding affinity (normalized) is 0. (9) The peptide sequence is LKFSLPFPFLYKFLL. The MHC is HLA-B40:01 with pseudo-sequence HLA-B40:01. The binding affinity (normalized) is 0.00560.